Dataset: Forward reaction prediction with 1.9M reactions from USPTO patents (1976-2016). Task: Predict the product of the given reaction. (1) Given the reactants [CH3:1][C:2]1[CH:10]=[CH:9][CH:8]=[C:7]2[C:3]=1[CH2:4][CH2:5][C:6]2=O.[BH3-]C#[N:14].[Na+], predict the reaction product. The product is: [CH3:1][C:2]1[CH:10]=[CH:9][CH:8]=[C:7]2[C:3]=1[CH2:4][CH2:5][CH:6]2[NH2:14]. (2) Given the reactants N#N.C([O-])([O-])=O.[K+].[K+].[CH2:9]([O:11][C:12]([C:14]1[N:15]=[C:16]([CH2:19]OS(C)(=O)=O)[O:17][CH:18]=1)=[O:13])[CH3:10].[Br:25][C:26]1[CH:27]=[N:28][NH:29][CH:30]=1, predict the reaction product. The product is: [CH2:9]([O:11][C:12]([C:14]1[N:15]=[C:16]([CH2:19][N:28]2[CH:27]=[C:26]([Br:25])[CH:30]=[N:29]2)[O:17][CH:18]=1)=[O:13])[CH3:10].